From a dataset of Full USPTO retrosynthesis dataset with 1.9M reactions from patents (1976-2016). Predict the reactants needed to synthesize the given product. (1) Given the product [CH2:22]([N:29]1[CH2:35][CH2:21][CH:20]([C:14]2[CH:15]=[CH:16][CH:17]=[C:18]3[C:13]=2[N:12]=[CH:11][C:10]([S:7]([C:1]2[CH:6]=[CH:5][CH:4]=[CH:3][CH:2]=2)(=[O:8])=[O:9])=[CH:19]3)[CH2:30]1)[C:23]1[CH:28]=[CH:27][CH:26]=[CH:25][CH:24]=1, predict the reactants needed to synthesize it. The reactants are: [C:1]1([S:7]([C:10]2[CH:11]=[N:12][C:13]3[C:18]([CH:19]=2)=[CH:17][CH:16]=[CH:15][C:14]=3[CH:20]=[CH2:21])(=[O:9])=[O:8])[CH:6]=[CH:5][CH:4]=[CH:3][CH:2]=1.[CH2:22]([N:29]([CH2:35]OC)[CH2:30][Si](C)(C)C)[C:23]1[CH:28]=[CH:27][CH:26]=[CH:25][CH:24]=1.FC(F)(F)C(O)=O. (2) Given the product [CH3:10][N:11]1[CH:15]=[CH:14][N:13]=[C:12]1[S:16]([N:6]1[CH2:7][CH2:8][CH2:9][C@H:5]1[C:3]([O:2][CH3:1])=[O:4])(=[O:18])=[O:17], predict the reactants needed to synthesize it. The reactants are: [CH3:1][O:2][C:3]([C@@H:5]1[CH2:9][CH2:8][CH2:7][NH:6]1)=[O:4].[CH3:10][N:11]1[CH:15]=[CH:14][N:13]=[C:12]1[S:16](Cl)(=[O:18])=[O:17]. (3) Given the product [F:1][C:2]1[CH:7]=[CH:6][C:5]([C@@H:8]2[CH2:13][C:12](=[O:14])[NH:11][CH:10]=[C:9]2[C:15]([Cl:21])=[O:17])=[CH:4][CH:3]=1, predict the reactants needed to synthesize it. The reactants are: [F:1][C:2]1[CH:7]=[CH:6][C:5]([C@@H:8]2[CH2:13][C:12](=[O:14])[NH:11][CH:10]=[C:9]2[C:15]([OH:17])=O)=[CH:4][CH:3]=1.C(Cl)(=O)C([Cl:21])=O.CN(C=O)C. (4) Given the product [NH2:7][C@@H:8]1[CH2:9][CH2:10][C@H:11]([NH:14][C:15]2[CH:20]=[C:19]([N:21]([CH3:23])[CH3:22])[N:18]=[C:17]([CH3:24])[N:16]=2)[CH2:12][CH2:13]1, predict the reactants needed to synthesize it. The reactants are: C(OC(=O)[NH:7][C@H:8]1[CH2:13][CH2:12][C@@H:11]([NH:14][C:15]2[CH:20]=[C:19]([N:21]([CH3:23])[CH3:22])[N:18]=[C:17]([CH3:24])[N:16]=2)[CH2:10][CH2:9]1)(C)(C)C.C(O)(C(F)(F)F)=O.